This data is from Experimentally validated miRNA-target interactions with 360,000+ pairs, plus equal number of negative samples. The task is: Binary Classification. Given a miRNA mature sequence and a target amino acid sequence, predict their likelihood of interaction. (1) The miRNA is mmu-miR-320-5p with sequence GCCUUCUCUUCCCGGUUCUUCC. The protein sequence of the target gene is MASLPPHAGPATPLSPTRLSRLQEKEELRELNDRLAHYIDRVRALELENDRLLLRISEKEEVTTREVSGIKTLYESELADARRVLDETARERARLQIEIGKVQAELEEARKSAKKREGELTVAQGRVKDLESLFHRSEAELATALSDKQGLETEVAELRAQLAKAEDGHAVAKKQLEKETLMRVDLENRCQSLQEELAFSKSVFEEEVRETRRRHERRLVEVDSSRQQEYDFKMAQALEDLRSQHDEQVRLYRVELEQTYQAKLDNAKLLSDQNDKAAHAAREELKEARMRVESLSYQLL.... Result: 0 (no interaction). (2) The miRNA is hsa-miR-1185-1-3p with sequence AUAUACAGGGGGAGACUCUUAU. The protein sequence of the target gene is MTGVFDSLVADMHSTQIAASSTYHQHQQPPSGGGAGPGGNSSSSSSLHKPQESPTLPVSTATDSSYYTNQQHPAGGGGGGGSPYAHMGSYQYQASGLNNVPYSAKSSYDLGYTAAYTSYAPYGTSSSPANNEPEKEDLEPEIRIVNGKPKKVRKPRTIYSSFQLAALQRRFQKTQYLALPERAELAASLGLTQTQVKIWFQNRRSKFKKMWKSGEIPSEQHPGASASPPCASPPVSAPASWDFGVPQRMAGGGGPGSGGSGAGSSGSSPSSAASAFLGNYPWYHQTSGSASHLQATAPLL.... Result: 1 (interaction). (3) The miRNA is mmu-miR-182-3p with sequence GUGGUUCUAGACUUGCCAACU. The protein sequence of the target gene is MEGGPAVCCQDPRAELVERVAAIDVTHLEEADGGPEPTRNGVDPPPRARAASVIPGSTSRLLPARPSLSARKLSLQERPAGSYLEAQAGPYATGPASHISPRAWRRPTIESHHVAISDAEDCVQLNQYKLQSEIGKGAYGVVRLAYNESEDRHYAMKVLSKKKLLKQYGFPRRPPPRGSQAAQGGPAKQLLPLERVYQEIAILKKLDHVNVVKLIEVLDDPAEDNLYLVFDLLRKGPVMEVPCDKPFSEEQARLYLRDVILGLEYLHCQKIVHRDIKPSNLLLGDDGHVKIADFGVSNQF.... Result: 0 (no interaction).